From a dataset of Peptide-MHC class II binding affinity with 134,281 pairs from IEDB. Regression. Given a peptide amino acid sequence and an MHC pseudo amino acid sequence, predict their binding affinity value. This is MHC class II binding data. The peptide sequence is GELQIVDKIPAAFKI. The MHC is DRB3_0101 with pseudo-sequence DRB3_0101. The binding affinity (normalized) is 0.559.